From a dataset of NCI-60 drug combinations with 297,098 pairs across 59 cell lines. Regression. Given two drug SMILES strings and cell line genomic features, predict the synergy score measuring deviation from expected non-interaction effect. (1) Drug 1: CC1=C(N=C(N=C1N)C(CC(=O)N)NCC(C(=O)N)N)C(=O)NC(C(C2=CN=CN2)OC3C(C(C(C(O3)CO)O)O)OC4C(C(C(C(O4)CO)O)OC(=O)N)O)C(=O)NC(C)C(C(C)C(=O)NC(C(C)O)C(=O)NCCC5=NC(=CS5)C6=NC(=CS6)C(=O)NCCC[S+](C)C)O. Drug 2: CN(C(=O)NC(C=O)C(C(C(CO)O)O)O)N=O. Cell line: HCT-15. Synergy scores: CSS=51.2, Synergy_ZIP=7.98, Synergy_Bliss=6.24, Synergy_Loewe=-53.3, Synergy_HSA=6.11. (2) Drug 1: COC1=NC(=NC2=C1N=CN2C3C(C(C(O3)CO)O)O)N. Drug 2: CC1=C(C(=O)C2=C(C1=O)N3CC4C(C3(C2COC(=O)N)OC)N4)N. Cell line: OVCAR-5. Synergy scores: CSS=37.3, Synergy_ZIP=-0.273, Synergy_Bliss=-1.46, Synergy_Loewe=-31.4, Synergy_HSA=-1.86.